From a dataset of Catalyst prediction with 721,799 reactions and 888 catalyst types from USPTO. Predict which catalyst facilitates the given reaction. (1) Reactant: [O:1]1[C:10]2[CH:9]=[C:8]([CH2:11][OH:12])[N:7]=[CH:6][C:5]=2[O:4][CH2:3][CH2:2]1. Product: [O:1]1[C:10]2[CH:9]=[C:8]([CH:11]=[O:12])[N:7]=[CH:6][C:5]=2[O:4][CH2:3][CH2:2]1. The catalyst class is: 177. (2) Reactant: [Cl:1][C:2]1[CH:7]=[CH:6][C:5]([C:8]2([C:20]([N:22]3[CH2:27][CH2:26][N:25]([C:28]4[C:29]5[C@H:36]([CH3:37])[CH2:35][CH2:34][C:30]=5[N:31]=[CH:32][N:33]=4)[CH2:24][CH2:23]3)=[O:21])[CH2:12][CH2:11][N:10](C(OC(C)(C)C)=O)[CH2:9]2)=[CH:4][CH:3]=1.[ClH:38]. Product: [ClH:1].[ClH:38].[Cl:1][C:2]1[CH:7]=[CH:6][C:5]([C:8]2([C:20]([N:22]3[CH2:23][CH2:24][N:25]([C:28]4[C:29]5[C@H:36]([CH3:37])[CH2:35][CH2:34][C:30]=5[N:31]=[CH:32][N:33]=4)[CH2:26][CH2:27]3)=[O:21])[CH2:12][CH2:11][NH:10][CH2:9]2)=[CH:4][CH:3]=1. The catalyst class is: 135. (3) Reactant: [N+:1]([C:4]1[CH:5]=[C:6]([CH:10]=[CH:11][C:12]=1[NH:13][C:14]1[CH:19]=[CH:18][CH:17]=[CH:16][CH:15]=1)[C:7]([OH:9])=[O:8])([O-])=O.[H][H]. Product: [NH2:1][C:4]1[CH:5]=[C:6]([CH:10]=[CH:11][C:12]=1[NH:13][C:14]1[CH:15]=[CH:16][CH:17]=[CH:18][CH:19]=1)[C:7]([OH:9])=[O:8]. The catalyst class is: 304. (4) Reactant: [CH3:1][C:2]1[CH:39]=[CH:38][CH:37]=[C:36]([CH3:40])[C:3]=1[O:4][C:5]1[C:14]2[C:13](=[O:15])[N:12]([CH2:16][C:17]3[CH:22]=[CH:21][C:20]([O:23][CH3:24])=[CH:19][CH:18]=3)C(=O)[N:10]([C:26]3[CH:31]=[CH:30][C:29]([I:32])=[CH:28][C:27]=3[F:33])[C:9]=2[N:8]([CH3:34])[C:7](=[O:35])[CH:6]=1.[OH-].[Li+].ClCCl. The catalyst class is: 30. Product: [CH3:40][C:36]1[CH:37]=[CH:38][CH:39]=[C:2]([CH3:1])[C:3]=1[O:4][C:5]1[C:14]([C:13]([NH:12][CH2:16][C:17]2[CH:18]=[CH:19][C:20]([O:23][CH3:24])=[CH:21][CH:22]=2)=[O:15])=[C:9]([NH:10][C:26]2[CH:31]=[CH:30][C:29]([I:32])=[CH:28][C:27]=2[F:33])[N:8]([CH3:34])[C:7](=[O:35])[CH:6]=1. (5) Reactant: N.C([O:5][C:6]1[CH:43]=[CH:42][CH:41]=[CH:40][C:7]=1[C:8]([O:10][CH2:11][CH2:12][NH:13][C:14](=[O:39])[CH:15]([O:18][CH2:19][CH2:20][CH2:21][CH2:22]/[CH:23]=[CH:24]\[CH2:25]/[CH:26]=[CH:27]\[CH2:28]/[CH:29]=[CH:30]\[CH2:31]/[CH:32]=[CH:33]\[CH2:34]/[CH:35]=[CH:36]\[CH2:37][CH3:38])[CH2:16][CH3:17])=[O:9])(=O)C. Product: [OH:5][C:6]1[CH:43]=[CH:42][CH:41]=[CH:40][C:7]=1[C:8]([O:10][CH2:11][CH2:12][NH:13][C:14](=[O:39])[CH:15]([O:18][CH2:19][CH2:20][CH2:21][CH2:22]/[CH:23]=[CH:24]\[CH2:25]/[CH:26]=[CH:27]\[CH2:28]/[CH:29]=[CH:30]\[CH2:31]/[CH:32]=[CH:33]\[CH2:34]/[CH:35]=[CH:36]\[CH2:37][CH3:38])[CH2:16][CH3:17])=[O:9]. The catalyst class is: 378. (6) Reactant: C1(P([N:15]=[N+:16]=[N-:17])(C2C=CC=CC=2)=O)C=CC=CC=1.N12CCCN=C1CCCCC2.[CH3:29][C:30]1[O:34][C:33]([CH:35]([CH:37]2[CH2:41][CH2:40][CH2:39][S:38]2)O)=[CH:32][CH:31]=1.O. Product: [N:15]([CH:35]([CH:37]1[CH2:41][CH2:40][CH2:39][S:38]1)[C:33]1[O:34][C:30]([CH3:29])=[CH:31][CH:32]=1)=[N+:16]=[N-:17]. The catalyst class is: 11. (7) Reactant: [CH2:1]1[C:9]2[C:4](=[CH:5][CH:6]=[CH:7][CH:8]=2)[CH2:3][CH2:2]1.[Sn](Cl)(Cl)(Cl)Cl.[CH3:15][O:16]C(Cl)Cl. Product: [CH2:1]1[C:9]2[C:4](=[CH:5][C:6]([CH:15]=[O:16])=[CH:7][CH:8]=2)[CH2:3][CH2:2]1. The catalyst class is: 4. (8) Reactant: [CH2:1]([N:3]1[C:7]2[CH:8]=[CH:9][C:10]([CH:12]([CH2:22][C:23]([C:25]3[CH:26]=[N:27][CH:28]=[CH:29][CH:30]=3)=O)[C:13]([C:15]3[CH:16]=[C:17]([CH3:21])[CH:18]=[CH:19][CH:20]=3)=O)=[CH:11][C:6]=2[N:5]([CH2:31][CH3:32])[C:4]1=[O:33])[CH3:2].C([O-])(=O)C.[NH4+:38].[NH4+].[OH-]. Product: [CH2:1]([N:3]1[C:7]2[CH:8]=[CH:9][C:10]([C:12]3[CH:22]=[C:23]([C:25]4[CH:26]=[N:27][CH:28]=[CH:29][CH:30]=4)[NH:38][C:13]=3[C:15]3[CH:16]=[C:17]([CH3:21])[CH:18]=[CH:19][CH:20]=3)=[CH:11][C:6]=2[N:5]([CH2:31][CH3:32])[C:4]1=[O:33])[CH3:2]. The catalyst class is: 15.